From a dataset of Reaction yield outcomes from USPTO patents with 853,638 reactions. Predict the reaction yield, written as a fraction of the theoretical maximum amount of product (1.0 means a 100% yield; for example, 0.34 means a 34% yield). (1) The reactants are [CH2:1]([O:8][C:9]1[CH:10]=[CH:11][C:12]([C@@H:20]([O:23][Si:24]([C:27]([CH3:30])([CH3:29])[CH3:28])([CH3:26])[CH3:25])[CH2:21]Br)=[C:13]2[C:18]=1[NH:17][C:16](=[O:19])[CH:15]=[CH:14]2)[C:2]1[CH:7]=[CH:6][CH:5]=[CH:4][CH:3]=1.[I-].[Na+].[N-:33]=[N+:34]=[N-:35].[Na+]. The catalyst is CN(C=O)C.O.C(OCC)(=O)C. The product is [N:33]([CH2:21][C@@H:20]([C:12]1[CH:11]=[CH:10][C:9]([O:8][CH2:1][C:2]2[CH:7]=[CH:6][CH:5]=[CH:4][CH:3]=2)=[C:18]2[C:13]=1[CH:14]=[CH:15][C:16](=[O:19])[NH:17]2)[O:23][Si:24]([C:27]([CH3:30])([CH3:29])[CH3:28])([CH3:26])[CH3:25])=[N+:34]=[N-:35]. The yield is 0.880. (2) The reactants are [Br:1][C:2]1[CH:10]=[CH:9][C:5]([C:6]([OH:8])=O)=[CH:4][CH:3]=1.BrC1C=CC=CC=1C(Cl)=O.[NH2:21][C:22]([CH3:26])([CH3:25])[CH2:23]O. The catalyst is C(Cl)Cl.S(Cl)(Cl)=O. The product is [Br:1][C:2]1[CH:3]=[CH:4][C:5]([C:6]2[O:8][CH2:23][C:22]([CH3:26])([CH3:25])[N:21]=2)=[CH:9][CH:10]=1. The yield is 0.670. (3) The reactants are CC1C=CN=CC=1.C([Li])CCC.[Br:13]C1C=CC(C#N)=CC=1.Br.[CH2:23]([C:32]1[CH:37]=[CH:36][N:35]=[CH:34][CH:33]=1)[C:24]([C:26]1[CH:31]=[CH:30][CH:29]=[CH:28][CH:27]=1)=[O:25]. The catalyst is C1COCC1.O. The product is [Br:13][C:29]1[CH:30]=[CH:31][C:26]([C:24](=[O:25])[CH2:23][C:32]2[CH:33]=[CH:34][N:35]=[CH:36][CH:37]=2)=[CH:27][CH:28]=1. The yield is 0.724. (4) The catalyst is C([O-])(=O)C.[Pd+2].C([O-])(=O)C.C(#N)CC. The yield is 0.660. The product is [C:26]([C:27](=[CH:28][C:22]1[CH:21]=[CH:20][C:19]([O:24][CH3:25])=[CH:18][C:17]=1[CH2:16][N:8]([C:9]([O:11][C:12]([CH3:15])([CH3:14])[CH3:13])=[O:10])[C:6]([O:5][C:1]([CH3:4])([CH3:3])[CH3:2])=[O:7])[CH2:29][C:30]([O:32][CH3:33])=[O:31])([O:35][CH3:36])=[O:34]. The reactants are [C:1]([O:5][C:6]([N:8]([CH2:16][C:17]1[CH:18]=[C:19]([O:24][CH3:25])[CH:20]=[CH:21][C:22]=1Br)[C:9]([O:11][C:12]([CH3:15])([CH3:14])[CH3:13])=[O:10])=[O:7])([CH3:4])([CH3:3])[CH3:2].[C:26]([O:35][CH3:36])(=[O:34])[C:27]([CH2:29][C:30]([O:32][CH3:33])=[O:31])=[CH2:28].C1(C)C=CC=CC=1P(C1C=CC=CC=1C)C1C=CC=CC=1C.C(N(C(C)C)CC)(C)C. (5) The reactants are [F:1][C:2]([F:31])([F:30])[CH2:3][O:4][C:5]1[N:10]=[C:9]([CH2:11][NH:12]C(=O)OC(C)(C)C)[CH:8]=[C:7]([C:20]2[CH:21]=[N:22][C:23]([C:26]([F:29])([F:28])[F:27])=[N:24][CH:25]=2)[N:6]=1.[ClH:32]. The catalyst is O1CCOCC1. The product is [ClH:32].[F:30][C:2]([F:1])([F:31])[CH2:3][O:4][C:5]1[N:6]=[C:7]([C:20]2[CH:25]=[N:24][C:23]([C:26]([F:28])([F:29])[F:27])=[N:22][CH:21]=2)[CH:8]=[C:9]([CH2:11][NH2:12])[N:10]=1. The yield is 0.930.